From a dataset of Catalyst prediction with 721,799 reactions and 888 catalyst types from USPTO. Predict which catalyst facilitates the given reaction. (1) Reactant: [F:1][C:2]1[CH:7]=[CH:6][C:5]([NH:8][C:9]2[C:10]3[C:17]([CH3:18])=[C:16]([C:19]([OH:21])=O)[S:15][C:11]=3[N:12]=[CH:13][N:14]=2)=[C:4]([O:22][CH:23]2[CH2:30][CH:26]3[O:27][CH2:28][O:29][CH:25]3[CH2:24]2)[CH:3]=1.[NH2:31][CH2:32][CH2:33][CH2:34][N:35]1[CH2:39][CH2:38][CH2:37][CH2:36]1.CN(C(ON1N=NC2C=CC=NC1=2)=[N+](C)C)C.F[P-](F)(F)(F)(F)F. Product: [N:35]1([CH2:34][CH2:33][CH2:32][NH:31][C:19]([C:16]2[S:15][C:11]3[N:12]=[CH:13][N:14]=[C:9]([NH:8][C:5]4[CH:6]=[CH:7][C:2]([F:1])=[CH:3][C:4]=4[O:22][CH:23]4[CH2:24][CH:25]5[O:29][CH2:28][O:27][CH:26]5[CH2:30]4)[C:10]=3[C:17]=2[CH3:18])=[O:21])[CH2:39][CH2:38][CH2:37][CH2:36]1. The catalyst class is: 3. (2) Reactant: [C:1]([N:9]=[C:10]=[S:11])(=[O:8])[C:2]1[CH:7]=[CH:6][CH:5]=[CH:4][CH:3]=1.[CH:12]1([CH2:15][NH2:16])[CH2:14][CH2:13]1. Product: [C:1]([NH:9][C:10]([NH:16][CH2:15][CH:12]1[CH2:14][CH2:13]1)=[S:11])(=[O:8])[C:2]1[CH:7]=[CH:6][CH:5]=[CH:4][CH:3]=1. The catalyst class is: 22. (3) Product: [F:3][C:4]1[CH:5]=[CH:6][C:7]2[N:11]=[C:10]([C@@H:12]([NH:14][C:23]3[N:31]=[CH:30][N:29]=[C:28]4[C:24]=3[N:25]=[CH:26][N:27]4[CH:32]3[CH2:37][CH2:36][CH2:35][CH2:34][O:33]3)[CH3:13])[N:9]([C:15]3[CH:16]=[CH:17][CH:18]=[CH:19][CH:20]=3)[C:8]=2[CH:21]=1. Reactant: Cl.Cl.[F:3][C:4]1[CH:5]=[CH:6][C:7]2[N:11]=[C:10]([C@@H:12]([NH2:14])[CH3:13])[N:9]([C:15]3[CH:20]=[CH:19][CH:18]=[CH:17][CH:16]=3)[C:8]=2[CH:21]=1.Cl[C:23]1[N:31]=[CH:30][N:29]=[C:28]2[C:24]=1[N:25]=[CH:26][N:27]2[CH:32]1[CH2:37][CH2:36][CH2:35][CH2:34][O:33]1.CCN(C(C)C)C(C)C. The catalyst class is: 41. (4) Product: [O:44]1[CH:45]=[CH:46][CH:47]=[C:43]1[C:41]1[N:42]=[C:35]2[N:34]=[C:33]([N:27]3[CH2:28][CH:29]4[CH2:32][CH:26]3[CH2:31][N:30]4[CH2:7][C:4]3[CH:3]=[C:2]([CH3:1])[O:6][N:5]=3)[N:38]=[C:37]([NH2:39])[N:36]2[N:40]=1. Reactant: [CH3:1][C:2]1[O:6][N:5]=[C:4]([CH2:7]O)[CH:3]=1.CCN(CC)CC.CS(Cl)(=O)=O.S([O-])(=O)(=O)C.[CH:26]12[CH2:32][CH:29]([NH:30][CH2:31]1)[CH2:28][N:27]2[C:33]1[N:38]=[C:37]([NH2:39])[N:36]2[N:40]=[C:41]([C:43]3[O:44][CH:45]=[CH:46][CH:47]=3)[N:42]=[C:35]2[N:34]=1. The catalyst class is: 759.